This data is from Forward reaction prediction with 1.9M reactions from USPTO patents (1976-2016). The task is: Predict the product of the given reaction. (1) Given the reactants [C:1]([C:3]1[C:4]([S:10][CH:11]([CH2:23][CH3:24])[CH2:12][CH2:13][N:14](C)[C:15](=O)OC(C)(C)C)=[N:5][C:6]([CH3:9])=[CH:7][CH:8]=1)#[N:2].[ClH:25], predict the reaction product. The product is: [ClH:25].[CH2:23]([CH:11]([S:10][C:4]1[C:3]([C:1]#[N:2])=[CH:8][CH:7]=[C:6]([CH3:9])[N:5]=1)[CH2:12][CH2:13][NH:14][CH3:15])[CH3:24]. (2) Given the reactants Cl.Cl.[F:3][C:4]([F:35])([F:34])[C:5]([N:7]([CH2:18][C:19]([N:21]1[CH2:26][CH2:25][N:24]([CH3:27])[CH2:23][CH:22]1[C:28]1[CH:33]=[CH:32][CH:31]=[CH:30][CH:29]=1)=[O:20])[C:8]1[CH:17]=[CH:16][CH:15]=[C:14]2[C:9]=1[CH2:10][CH2:11][NH:12][CH2:13]2)=[O:6].[CH:36]1([CH:39]=O)[CH2:38][CH2:37]1.[BH3-]C#N.[Na+].C([O-])(O)=O.[Na+], predict the reaction product. The product is: [CH:36]1([CH2:39][N:12]2[CH2:11][CH2:10][C:9]3[C:14](=[CH:15][CH:16]=[CH:17][C:8]=3[N:7]([CH2:18][C:19]([N:21]3[CH2:26][CH2:25][N:24]([CH3:27])[CH2:23][CH:22]3[C:28]3[CH:29]=[CH:30][CH:31]=[CH:32][CH:33]=3)=[O:20])[C:5](=[O:6])[C:4]([F:34])([F:3])[F:35])[CH2:13]2)[CH2:38][CH2:37]1. (3) Given the reactants Br[C:2]1[CH:3]=[C:4]([CH2:7][NH:8][C:9](=[O:15])[O:10][C:11]([CH3:14])([CH3:13])[CH3:12])[S:5][CH:6]=1.[Cl:16][CH:17]([Cl:36])[C:18]([NH:20][C@H:21]([CH2:34][F:35])[C@H:22]([OH:33])[C:23]1[CH:28]=[CH:27][C:26]([Sn](C)(C)C)=[CH:25][CH:24]=1)=[O:19], predict the reaction product. The product is: [Cl:16][CH:17]([Cl:36])[C:18]([NH:20][C@H:21]([CH2:34][F:35])[C@@H:22]([C:23]1[CH:24]=[CH:25][C:26]([C:2]2[CH:3]=[C:4]([CH2:7][NH:8][C:9](=[O:15])[O:10][C:11]([CH3:14])([CH3:13])[CH3:12])[S:5][CH:6]=2)=[CH:27][CH:28]=1)[OH:33])=[O:19]. (4) Given the reactants C(OC(=O)[NH:7][C@H:8]1[CH2:39][CH2:38][C:11]2[N:12]=[C:13]([NH:15][C:16](=[O:37])[C:17]3[CH:22]=[CH:21][CH:20]=[C:19]([CH2:23][N:24]4[CH:28]=[C:27]([C:29]5[CH:34]=[CH:33][C:32]([C:35]#[N:36])=[CH:31][CH:30]=5)[CH:26]=[N:25]4)[CH:18]=3)[S:14][C:10]=2[CH2:9]1)(C)(C)C.C([O-])([O-])=O.[Na+].[Na+], predict the reaction product. The product is: [NH2:7][C@H:8]1[CH2:39][CH2:38][C:11]2[N:12]=[C:13]([NH:15][C:16](=[O:37])[C:17]3[CH:22]=[CH:21][CH:20]=[C:19]([CH2:23][N:24]4[CH:28]=[C:27]([C:29]5[CH:30]=[CH:31][C:32]([C:35]#[N:36])=[CH:33][CH:34]=5)[CH:26]=[N:25]4)[CH:18]=3)[S:14][C:10]=2[CH2:9]1. (5) Given the reactants Cl.[CH3:2][C:3]1[S:12][C:11]2[NH:10][C:9]3[CH:13]=[CH:14][CH:15]=[CH:16][C:8]=3[N:7]=[C:6]([NH2:17])[C:5]=2[CH:4]=1.[F:18][C:19]([F:35])([F:34])[C:20]1[CH:25]=[CH:24][CH:23]=[CH:22][C:21]=1[CH2:26][CH2:27][C@H:28]1[CH2:33]N[CH2:31][CH2:30][NH:29]1.C(N(CC)C(C)C)(C)C.CS(C)=O, predict the reaction product. The product is: [F:18][C:19]([F:34])([F:35])[C:20]1[CH:25]=[CH:24][CH:23]=[CH:22][C:21]=1[CH2:26][CH2:27][C@@H:28]1[NH:29][CH2:30][CH2:31][N:17]([C:6]2[C:5]3[CH:4]=[C:3]([CH3:2])[S:12][C:11]=3[NH:10][C:9]3[CH:13]=[CH:14][CH:15]=[CH:16][C:8]=3[N:7]=2)[CH2:33]1. (6) Given the reactants Cl[CH2:2][C:3]1[CH:8]=[CH:7][CH:6]=[C:5]([N+:9]([O-:11])=[O:10])[CH:4]=1.[CH2:12]([S-:15])[CH2:13][CH3:14].[Na+].O, predict the reaction product. The product is: [N+:9]([C:5]1[CH:4]=[C:3]([CH:8]=[CH:7][CH:6]=1)[CH2:2][S:15][CH2:12][CH2:13][CH3:14])([O-:11])=[O:10].